Dataset: Full USPTO retrosynthesis dataset with 1.9M reactions from patents (1976-2016). Task: Predict the reactants needed to synthesize the given product. (1) Given the product [CH3:1][CH2:2][CH2:3][CH:10]([CH3:11])[CH3:12].[I:30][CH2:31][C:16]1([C:19]([O:21][CH3:22])=[O:20])[CH2:15][CH2:14][N:13]([C:23]([O:25][C:26]([CH3:29])([CH3:28])[CH3:27])=[O:24])[CH2:18][CH2:17]1, predict the reactants needed to synthesize it. The reactants are: [CH2:1]([Li])[CH2:2][CH2:3]C.C(N[CH:10]([CH3:12])[CH3:11])(C)C.[N:13]1([C:23]([O:25][C:26]([CH3:29])([CH3:28])[CH3:27])=[O:24])[CH2:18][CH2:17][CH:16]([C:19]([O:21][CH3:22])=[O:20])[CH2:15][CH2:14]1.[I:30][CH2:31]I. (2) Given the product [CH3:15][O:14][C:13]([C@@H:12]1[C@H:8]([N:5]=[N+:6]=[N-:7])[C@H:9]([OH:21])[C@@H:10]([CH2:1][OH:3])[O:11]1)=[O:30], predict the reactants needed to synthesize it. The reactants are: [C:1](Cl)(=[O:3])C.[N:5]([C@@H:8]1[C@@H:12]([C@H:13]2CO[C:15](C)(C)[O:14]2)[O:11][C:10](=O)[C@@H:9]1[O:21]S(C(F)(F)F)(=O)=O)=[N+:6]=[N-:7].C(=O)([O-])[OH:30].[Na+]. (3) Given the product [CH3:15][O:14][N:13]=[C:11]1[CH2:10][C@@H:9]([C:16]2[O:18][N:22]=[C:19]([CH3:20])[N:21]=2)[N:8]([C:6]([C:34]2[CH:33]=[CH:32][C:31]([C:26]3[CH:27]=[CH:28][CH:29]=[CH:30][C:25]=3[Cl:24])=[CH:36][CH:35]=2)=[O:7])[CH2:12]1, predict the reactants needed to synthesize it. The reactants are: C(O[C:6]([N:8]1[CH2:12][C:11](=[N:13][O:14][CH3:15])[CH2:10][C@H:9]1[C:16]([OH:18])=O)=[O:7])(C)(C)C.[C:19](=[N:22]O)([NH2:21])[CH3:20].[Cl:24][C:25]1[CH:30]=[CH:29][CH:28]=[CH:27][C:26]=1[C:31]1[CH:36]=[CH:35][C:34](C(O)=O)=[CH:33][CH:32]=1. (4) The reactants are: [CH:1]1([C:7]2[CH:20]=[CH:19][C:10]([O:11][CH2:12][C@H:13]3[O:17][C:16]([NH2:18])=[N:15][CH2:14]3)=[CH:9][CH:8]=2)[CH2:6][CH2:5][CH2:4][CH2:3][CH2:2]1.C([O:23][C:24](=O)[C:25]#[C:26][CH:27]1[CH2:29][CH2:28]1)C.C(C1CC1)#C.ClC(OCC)=O. Given the product [CH:1]1([C:7]2[CH:20]=[CH:19][C:10]([O:11][CH2:12][C@H:13]3[O:17][C:16]4=[N:18][C:24](=[O:23])[CH:25]=[C:26]([CH:27]5[CH2:29][CH2:28]5)[N:15]4[CH2:14]3)=[CH:9][CH:8]=2)[CH2:2][CH2:3][CH2:4][CH2:5][CH2:6]1, predict the reactants needed to synthesize it. (5) Given the product [Br:12][CH2:1][C:2]1[CH:3]=[CH:4][C:5]([C:8]([O:10][CH3:11])=[O:9])=[N:6][CH:7]=1, predict the reactants needed to synthesize it. The reactants are: [CH3:1][C:2]1[CH:3]=[CH:4][C:5]([C:8]([O:10][CH3:11])=[O:9])=[N:6][CH:7]=1.[Br:12]N1C(=O)CCC1=O.C(OOC(=O)C1C=CC=CC=1)(=O)C1C=CC=CC=1.